Dataset: Full USPTO retrosynthesis dataset with 1.9M reactions from patents (1976-2016). Task: Predict the reactants needed to synthesize the given product. (1) Given the product [CH2:1]([C:8]1([N:15]([CH3:17])[CH3:16])[CH2:13][CH2:12][CH:11]([NH:21][CH2:18][CH2:19][CH3:20])[CH2:10][CH2:9]1)[C:2]1[CH:7]=[CH:6][CH:5]=[CH:4][CH:3]=1, predict the reactants needed to synthesize it. The reactants are: [CH2:1]([C:8]1([N:15]([CH3:17])[CH3:16])[CH2:13][CH2:12][C:11](=O)[CH2:10][CH2:9]1)[C:2]1[CH:7]=[CH:6][CH:5]=[CH:4][CH:3]=1.[CH2:18]([NH2:21])[CH2:19][CH3:20].C(O)(=O)C.[OH-].[Na+]. (2) Given the product [Br:8][C:7]1[C:2]([C:14]#[N:16])=[N:3][C:4]([O:11][CH3:12])=[C:5]([O:9][CH3:10])[CH:6]=1, predict the reactants needed to synthesize it. The reactants are: Br[C:2]1[C:7]([Br:8])=[CH:6][C:5]([O:9][CH3:10])=[C:4]([O:11][CH3:12])[N:3]=1.C[C:14]([N:16](C)C)=O.